Dataset: Catalyst prediction with 721,799 reactions and 888 catalyst types from USPTO. Task: Predict which catalyst facilitates the given reaction. (1) Reactant: C(OC(=O)[NH:7][C:8]1[C:17]2[C:12](=[CH:13][CH:14]=[CH:15][CH:16]=2)[C:11]([O:18][C:19]2[CH:24]=[CH:23][N:22]=[C:21]([NH:25][C:26]3[CH:31]=[C:30]([O:32][CH2:33][CH2:34][O:35][CH2:36][CH2:37][O:38][CH2:39][CH2:40][O:41][CH3:42])[CH:29]=[C:28]([O:43][CH3:44])[CH:27]=3)[CH:20]=2)=[CH:10][CH:9]=1)(C)(C)C.C(O)(C(F)(F)F)=O.C([O-])(O)=O.[Na+]. Product: [NH2:7][C:8]1[C:17]2[C:12](=[CH:13][CH:14]=[CH:15][CH:16]=2)[C:11]([O:18][C:19]2[CH:24]=[CH:23][N:22]=[C:21]([NH:25][C:26]3[CH:31]=[C:30]([O:32][CH2:33][CH2:34][O:35][CH2:36][CH2:37][O:38][CH2:39][CH2:40][O:41][CH3:42])[CH:29]=[C:28]([O:43][CH3:44])[CH:27]=3)[CH:20]=2)=[CH:10][CH:9]=1. The catalyst class is: 34. (2) Reactant: [H-].[Na+].[CH2:3]([O:5][C:6]([C:8]1[CH:12]=[C:11]([C:13]2[CH:18]=[CH:17][C:16]([C:19]([F:22])([F:21])[F:20])=[CH:15][CH:14]=2)[NH:10][N:9]=1)=[O:7])[CH3:4].[F:23][C:24]([F:35])([F:34])[CH2:25]OS(C(F)(F)F)(=O)=O.ClCCl. Product: [CH2:3]([O:5][C:6]([C:8]1[N:9]([CH2:25][C:24]([F:35])([F:34])[F:23])[N:10]=[C:11]([C:13]2[CH:18]=[CH:17][C:16]([C:19]([F:21])([F:22])[F:20])=[CH:15][CH:14]=2)[CH:12]=1)=[O:7])[CH3:4]. The catalyst class is: 3. (3) Reactant: Br[CH2:2][C:3]1[CH:4]=[C:5]2[C:28](=[CH:29][CH:30]=1)[C:9]1=[N:10][O:11][C:12]([C:13]3[C:17]([C:18]([F:21])([F:20])[F:19])=[C:16]([C:22]4[CH:27]=[CH:26][CH:25]=[CH:24][CH:23]=4)[O:15][N:14]=3)=[C:8]1[CH2:7][CH2:6]2.C(O)(=O)C.[NH:35]1[CH2:38][CH:37]([C:39]([O:41][C:42]([CH3:45])([CH3:44])[CH3:43])=[O:40])[CH2:36]1.C(N(CC)CC)C. Product: [C:22]1([C:16]2[O:15][N:14]=[C:13]([C:12]3[O:11][N:10]=[C:9]4[C:28]5[C:5]([CH2:6][CH2:7][C:8]=34)=[CH:4][C:3]([CH2:2][N:35]3[CH2:36][CH:37]([C:39]([O:41][C:42]([CH3:45])([CH3:44])[CH3:43])=[O:40])[CH2:38]3)=[CH:30][CH:29]=5)[C:17]=2[C:18]([F:20])([F:21])[F:19])[CH:27]=[CH:26][CH:25]=[CH:24][CH:23]=1. The catalyst class is: 3.